From a dataset of Catalyst prediction with 721,799 reactions and 888 catalyst types from USPTO. Predict which catalyst facilitates the given reaction. (1) Reactant: [Cl:1][C:2]1[CH:7]=[C:6]([Cl:8])[CH:5]=[CH:4][C:3]=1[C:9]1[N:10]=[C:11]([CH2:28][CH3:29])[C:12]([NH:17][C@@H:18]2[C:26]3[C:21](=[CH:22][CH:23]=[CH:24][CH:25]=3)[CH2:20][C@@H:19]2[OH:27])=[N:13][C:14]=1[CH2:15][CH3:16].[CH2:30]1C2C(=CC=CC=2)CCC1O. Product: [Cl:1][C:2]1[CH:7]=[C:6]([Cl:8])[CH:5]=[CH:4][C:3]=1[C:9]1[N:10]=[C:11]([CH2:28][CH3:29])[C:12]([NH:17][C@@H:18]2[C:26]3[C:21](=[CH:22][CH:23]=[CH:24][CH:25]=3)[CH2:30][CH2:20][C@@H:19]2[OH:27])=[N:13][C:14]=1[CH2:15][CH3:16]. The catalyst class is: 276. (2) Reactant: [CH2:1]([NH2:4])[CH2:2][NH2:3].[F:5][C:6]1[CH:40]=[CH:39][CH:38]=[C:37]([O:41][CH3:42])[C:7]=1[CH2:8][N:9]1[CH2:14][C@H:13]([NH:15][C:16]([C:18]2[CH:19]=[C:20]3[C:24](=[CH:25][CH:26]=2)[NH:23][N:22]=[C:21]3[C:27]2[CH:32]=[CH:31][N:30]=[C:29]([CH3:33])[CH:28]=2)=[O:17])[CH2:12][CH2:11][C@H:10]1[C:34](O)=[O:35].C(N(CC)C(C)C)(C)C.CN(C(ON1N=NC2C=CC=NC1=2)=[N+](C)C)C.F[P-](F)(F)(F)(F)F. Product: [NH2:3][CH2:2][CH2:1][NH:4][C:34]([C@H:10]1[N:9]([CH2:8][C:7]2[C:37]([O:41][CH3:42])=[CH:38][CH:39]=[CH:40][C:6]=2[F:5])[CH2:14][C@H:13]([NH:15][C:16]([C:18]2[CH:19]=[C:20]3[C:24](=[CH:25][CH:26]=2)[NH:23][N:22]=[C:21]3[C:27]2[CH:32]=[CH:31][N:30]=[C:29]([CH3:33])[CH:28]=2)=[O:17])[CH2:12][CH2:11]1)=[O:35]. The catalyst class is: 9. (3) Reactant: [CH3:1][CH2:2][O:3][CH:4]([O:13][CH2:14][CH3:15])[C:5]1[CH:10]=[CH:9][C:8]([CH:11]=[O:12])=[CH:7][CH:6]=1.[F:16][C:17]([Si](C)(C)C)([F:19])[F:18].[F-].C([N+](CCCC)(CCCC)CCCC)CCC. Product: [CH2:14]([O:13][CH:4]([O:3][CH2:2][CH3:1])[C:5]1[CH:10]=[CH:9][C:8]([CH:11]([OH:12])[C:17]([F:19])([F:18])[F:16])=[CH:7][CH:6]=1)[CH3:15]. The catalyst class is: 7.